This data is from Reaction yield outcomes from USPTO patents with 853,638 reactions. The task is: Predict the reaction yield, written as a fraction of the theoretical maximum amount of product (1.0 means a 100% yield; for example, 0.34 means a 34% yield). The catalyst is C([O-])(=O)C.[Pd+2].C([O-])(=O)C.CCCCCC.C1(C)C=CC=CC=1.CCCCCC. The reactants are [CH:1]1[C:13]2[NH:12][C:11]3[C:6](=[CH:7][CH:8]=[CH:9][CH:10]=3)[C:5]=2[CH:4]=[CH:3][CH:2]=1.[Br:14][C:15]1[CH:20]=[CH:19][C:18](Br)=[CH:17][CH:16]=1.CC(C)([O-])C.[Na+].CC1C=CC=CC=1C. The product is [Br:14][C:15]1[CH:20]=[CH:19][C:18]([N:12]2[C:11]3[CH:10]=[CH:9][CH:8]=[CH:7][C:6]=3[C:5]3[C:13]2=[CH:1][CH:2]=[CH:3][CH:4]=3)=[CH:17][CH:16]=1. The yield is 0.444.